From a dataset of Forward reaction prediction with 1.9M reactions from USPTO patents (1976-2016). Predict the product of the given reaction. (1) Given the reactants P(Cl)(Cl)([Cl:3])=O.CN(C=O)C.[CH3:11][C:12]1[C:13]([C:19]([O:21][CH2:22][CH3:23])=[O:20])=[N+:14]([O-])[CH:15]=[CH:16][CH:17]=1.C(=O)([O-])[O-].[Na+].[Na+], predict the reaction product. The product is: [Cl:3][C:15]1[N:14]=[C:13]([C:19]([O:21][CH2:22][CH3:23])=[O:20])[C:12]([CH3:11])=[CH:17][CH:16]=1. (2) Given the reactants [F:1][C:2]([F:25])([F:24])[C:3]1[CH:4]=[C:5]([CH:13]([CH:19]([N+:21]([O-])=O)[CH3:20])[CH2:14][C:15]([O:17]C)=O)[CH:6]=[C:7]([C:9]([F:12])([F:11])[F:10])[CH:8]=1, predict the reaction product. The product is: [F:10][C:9]([F:12])([F:11])[C:7]1[CH:6]=[C:5]([CH:13]2[CH:19]([CH3:20])[NH:21][C:15](=[O:17])[CH2:14]2)[CH:4]=[C:3]([C:2]([F:25])([F:1])[F:24])[CH:8]=1. (3) Given the reactants C(N(CC)CC)C.[F:8][C:9]1[CH:10]=[C:11]2[C:17]([CH:18]=[O:19])=[CH:16][N:15](C(OC(C)(C)C)=O)[C:12]2=[N:13][CH:14]=1.[CH:27](=[N:34][C:35]1[CH:40]=[CH:39][CH:38]=[C:37]([O:41][CH3:42])[CH:36]=1)[C:28]1[CH:33]=[CH:32][CH:31]=[CH:30][CH:29]=1, predict the reaction product. The product is: [F:8][C:9]1[CH:10]=[C:11]2[C:17]([C:18](=[O:19])[CH:27]([NH:34][C:35]3[CH:40]=[CH:39][CH:38]=[C:37]([O:41][CH3:42])[CH:36]=3)[C:28]3[CH:29]=[CH:30][CH:31]=[CH:32][CH:33]=3)=[CH:16][NH:15][C:12]2=[N:13][CH:14]=1. (4) Given the reactants [Br:1][C:2]1[CH:3]=[CH:4][C:5](Cl)=[N:6][CH:7]=1.[O:9]1[CH2:15][CH2:14][CH2:13][NH:12][CH2:11][CH2:10]1.C([O-])([O-])=O.[K+].[K+].O, predict the reaction product. The product is: [Br:1][C:2]1[CH:3]=[CH:4][C:5]([N:12]2[CH2:13][CH2:14][CH2:15][O:9][CH2:10][CH2:11]2)=[N:6][CH:7]=1. (5) Given the reactants C(OC([N:8]1[C@H:14]([CH2:15][NH:16][C:17]2[CH:22]=[CH:21][C:20]([Cl:23])=[CH:19][N:18]=2)[CH2:13][C:10]2([CH2:12][CH2:11]2)[CH2:9]1)=O)(C)(C)C.FC(F)(F)C(O)=O, predict the reaction product. The product is: [CH2:11]1[C:10]2([CH2:13][C@@H:14]([CH2:15][NH:16][C:17]3[CH:22]=[CH:21][C:20]([Cl:23])=[CH:19][N:18]=3)[NH:8][CH2:9]2)[CH2:12]1. (6) Given the reactants [CH3:1][C:2]1[NH:16][C:5]2=[C:6]([NH:10][C:11]([CH:13]3[CH2:15][CH2:14]3)=[O:12])[N:7]=[CH:8][CH:9]=[C:4]2[CH:3]=1.[Cl-].[Al+3].[Cl-].[Cl-].[Cl:21][C:22]1[CH:30]=[CH:29][CH:28]=[C:27]([Cl:31])[C:23]=1[C:24](Cl)=[O:25].CO, predict the reaction product. The product is: [Cl:21][C:22]1[CH:30]=[CH:29][CH:28]=[C:27]([Cl:31])[C:23]=1[C:24]([C:3]1[C:4]2[C:5](=[C:6]([NH:10][C:11]([CH:13]3[CH2:14][CH2:15]3)=[O:12])[N:7]=[CH:8][CH:9]=2)[NH:16][C:2]=1[CH3:1])=[O:25]. (7) Given the reactants [CH3:1][O:2][CH2:3][C@@H:4]1[CH2:8][CH2:7][CH2:6][NH:5]1.Br[CH2:10][CH2:11][NH:12][C:13](=[O:19])[O:14][C:15]([CH3:18])([CH3:17])[CH3:16].C(N(CC)CC)C.C(=O)([O-])[O-].[K+].[K+], predict the reaction product. The product is: [CH3:1][O:2][CH2:3][C@@H:4]1[CH2:8][CH2:7][CH2:6][N:5]1[CH2:10][CH2:11][NH:12][C:13](=[O:19])[O:14][C:15]([CH3:18])([CH3:17])[CH3:16].